Dataset: Reaction yield outcomes from USPTO patents with 853,638 reactions. Task: Predict the reaction yield, written as a fraction of the theoretical maximum amount of product (1.0 means a 100% yield; for example, 0.34 means a 34% yield). (1) The reactants are [NH2:1][C@@H:2]([C:6]1[CH:11]=[CH:10][CH:9]=[CH:8][CH:7]=1)[C:3](O)=O.Cl.[NH2:13][C@@H:14]([CH2:19][CH2:20][CH3:21])[C:15](OC)=[O:16].C([C@@H]1NC[C@H](CC(C)C)NC1=O)C(C)C. No catalyst specified. The product is [C:6]1([C@@H:2]2[NH:1][C:15](=[O:16])[C@H:14]([CH2:19][CH2:20][CH3:21])[NH:13][CH2:3]2)[CH:11]=[CH:10][CH:9]=[CH:8][CH:7]=1. The yield is 0.0230. (2) The reactants are [C:1]([C:3]1[CH:4]=[CH:5][C:6]([NH2:9])=[N:7][CH:8]=1)#[CH:2].[CH2:10]([O:17][C:18]1[CH:23]=[CH:22][C:21]([CH2:24][C:25](Cl)=[N:26][OH:27])=[CH:20][CH:19]=1)[C:11]1[CH:16]=[CH:15][CH:14]=[CH:13][CH:12]=1.C(N(CC)CC)C. The catalyst is O1CCCC1. The product is [CH2:10]([O:17][C:18]1[CH:23]=[CH:22][C:21]([CH2:24][C:25]2[CH:2]=[C:1]([C:3]3[CH:4]=[CH:5][C:6]([NH2:9])=[N:7][CH:8]=3)[O:27][N:26]=2)=[CH:20][CH:19]=1)[C:11]1[CH:12]=[CH:13][CH:14]=[CH:15][CH:16]=1. The yield is 0.0300. (3) The reactants are [NH2:1][C@H:2]1[CH2:7][CH2:6][C@H:5]([CH:8]([OH:23])[CH2:9][NH:10][S:11]([C:14]2[CH:19]=[CH:18][CH:17]=[CH:16][C:15]=2[N+:20]([O-:22])=[O:21])(=[O:13])=[O:12])[CH2:4][CH2:3]1.[O:24]=[C:25]1[CH2:30][O:29][C:28]2[CH:31]=[CH:32][C:33]([CH:35]=O)=[N:34][C:27]=2[NH:26]1.ClCCCl.C(O[BH-](OC(=O)C)OC(=O)C)(=O)C.[Na+]. The catalyst is CO.C(OCC)(=O)C.C(=O)(O)[O-].[Na+]. The product is [OH:23][CH:8]([C@H:5]1[CH2:6][CH2:7][C@H:2]([NH:1][CH2:35][C:33]2[CH:32]=[CH:31][C:28]3[O:29][CH2:30][C:25](=[O:24])[NH:26][C:27]=3[N:34]=2)[CH2:3][CH2:4]1)[CH2:9][NH:10][S:11]([C:14]1[CH:19]=[CH:18][CH:17]=[CH:16][C:15]=1[N+:20]([O-:22])=[O:21])(=[O:12])=[O:13]. The yield is 0.350. (4) The reactants are [N:1]1[CH:6]=[CH:5][CH:4]=[CH:3][C:2]=1[C@H:7]([OH:9])[CH3:8].[CH3:10][S:11](Cl)(=[O:13])=[O:12]. The catalyst is CN(C1C=CN=CC=1)C.C(Cl)Cl. The product is [CH3:10][S:11]([O:9][C@@H:7]([C:2]1[CH:3]=[CH:4][CH:5]=[CH:6][N:1]=1)[CH3:8])(=[O:13])=[O:12]. The yield is 0.760.